From a dataset of Forward reaction prediction with 1.9M reactions from USPTO patents (1976-2016). Predict the product of the given reaction. (1) Given the reactants [CH3:1][O:2][C:3]1[CH:17]=[CH:16][C:6]([O:7][C:8]2[CH:9]=[C:10]([CH:13]=[CH:14][CH:15]=2)[CH:11]=O)=[CH:5][CH:4]=1.C(O)C.Cl.[NH2:22][OH:23].C([O-])(=O)C.[Na+], predict the reaction product. The product is: [CH3:1][O:2][C:3]1[CH:17]=[CH:16][C:6]([O:7][C:8]2[CH:9]=[C:10]([CH:13]=[CH:14][CH:15]=2)[CH:11]=[N:22][OH:23])=[CH:5][CH:4]=1. (2) Given the reactants C(C1[CH:9]([C:10]2C=CC(Cl)=CC=2)[NH:8][C:7]([C:17]2[CH:22]=[CH:21]C(OC)=CC=2OCC)=N1)CCC.[Cl:28][C:29]1[CH:34]=[CH:33][C:32]([CH:35]2[N:39]([C:40]([N:42]3[CH2:47]CN(C)[CH2:44][CH2:43]3)=[O:41])[C:38]([C:49]3[CH:54]=[CH:53][C:52]([O:55][CH3:56])=[CH:51][C:50]=3[O:57][CH2:58][CH3:59])=[N:37][CH:36]2[CH2:60][CH:61]2[CH2:65][CH2:64]CC2)=[CH:31][CH:30]=1, predict the reaction product. The product is: [CH2:60]([CH:36]1[CH:35]([C:32]2[CH:31]=[CH:30][C:29]([Cl:28])=[CH:34][CH:33]=2)[N:39]([C:40]([N:42]2[CH2:47][CH2:10][CH:9]([N:8]3[CH2:7][CH2:17][CH2:22][CH2:21]3)[CH2:44][CH2:43]2)=[O:41])[C:38]([C:49]2[CH:54]=[CH:53][C:52]([O:55][CH3:56])=[CH:51][C:50]=2[O:57][CH2:58][CH3:59])=[N:37]1)[CH2:61][CH2:65][CH3:64]. (3) Given the reactants [NH2:17][C:16]1[CH:18]=[CH:19][C:20]([O:22][C:23]([F:24])([F:25])[F:26])=[CH:21][C:15]=1[S:14][S:14][C:15]1[CH:21]=[C:20]([O:22][C:23]([F:26])([F:25])[F:24])[CH:19]=[CH:18][C:16]=1[NH2:17].[O:27]=[C:28]1[CH2:33][C:32](=O)[CH2:31][C:30]2([CH2:39][CH2:38][O:37][CH2:36][CH2:35]2)[N:29]1[NH:40][C:41](=[O:43])[CH3:42], predict the reaction product. The product is: [O:27]=[C:28]1[C:33]2[S:14][C:15]3[CH:21]=[C:20]([O:22][C:23]([F:24])([F:25])[F:26])[CH:19]=[CH:18][C:16]=3[NH:17][C:32]=2[CH2:31][C:30]2([CH2:39][CH2:38][O:37][CH2:36][CH2:35]2)[N:29]1[NH:40][C:41](=[O:43])[CH3:42]. (4) The product is: [Br:23][C:19]1[C:18]([CH3:24])=[C:17]([C:5]2[C:4](=[O:25])[C:13]3[C:8](=[CH:9][C:10]([N:14]([CH3:15])[CH3:16])=[CH:11][CH:12]=3)[NH:7][CH:6]=2)[CH:22]=[CH:21][CH:20]=1. Given the reactants C(O[C:4](=[O:25])[C:5]([C:17]1[CH:22]=[CH:21][CH:20]=[C:19]([Br:23])[C:18]=1[CH3:24])=[CH:6][NH:7][C:8]1[CH:13]=[CH:12][CH:11]=[C:10]([N:14]([CH3:16])[CH3:15])[CH:9]=1)C, predict the reaction product. (5) Given the reactants C1C(=O)N([Cl:8])C(=O)C1.[Br:9][C:10]1[CH:15]=[CH:14][C:13]([C:16]2[NH:20][C:19]([CH:21]3[CH2:25][CH2:24][CH2:23][N:22]3[C:26]([O:28][C:29]([CH3:32])([CH3:31])[CH3:30])=[O:27])=[N:18][CH:17]=2)=[CH:12][CH:11]=1, predict the reaction product. The product is: [Br:9][C:10]1[CH:15]=[CH:14][C:13]([C:16]2[NH:20][C:19]([C@@H:21]3[CH2:25][CH2:24][CH2:23][N:22]3[C:26]([O:28][C:29]([CH3:32])([CH3:31])[CH3:30])=[O:27])=[N:18][C:17]=2[Cl:8])=[CH:12][CH:11]=1.